Task: Predict the reaction yield, written as a fraction of the theoretical maximum amount of product (1.0 means a 100% yield; for example, 0.34 means a 34% yield).. Dataset: Reaction yield outcomes from USPTO patents with 853,638 reactions (1) The reactants are [C:1]([N:4]1[CH2:9][CH2:8][CH:7]([O:10][C:11]2[CH:12]=[C:13]3[C:17](=[CH:18][CH:19]=2)[N:16](S(C2C=CC(C)=CC=2)(=O)=O)[N:15]=[C:14]3[CH2:30][N:31]([CH3:43])[CH2:32][CH2:33][N:34]([CH3:42])[C:35](=[O:41])[O:36][C:37]([CH3:40])([CH3:39])[CH3:38])[CH2:6][CH2:5]1)(=[O:3])[CH3:2].[OH-].[Na+]. The catalyst is CO.O. The product is [C:1]([N:4]1[CH2:5][CH2:6][CH:7]([O:10][C:11]2[CH:12]=[C:13]3[C:17](=[CH:18][CH:19]=2)[NH:16][N:15]=[C:14]3[CH2:30][N:31]([CH3:43])[CH2:32][CH2:33][N:34]([CH3:42])[C:35](=[O:41])[O:36][C:37]([CH3:38])([CH3:39])[CH3:40])[CH2:8][CH2:9]1)(=[O:3])[CH3:2]. The yield is 1.00. (2) The reactants are [C:1]([O:5][C:6](=[O:28])[C:7]1[CH:12]=[CH:11][C:10]([NH:13][CH:14]([C:18]2[CH:23]=[CH:22][C:21]([C:24]([CH3:27])([CH3:26])[CH3:25])=[CH:20][CH:19]=2)[C:15]([OH:17])=O)=[CH:9][CH:8]=1)([CH3:4])([CH3:3])[CH3:2].C1C=CC2N(O)N=NC=2C=1.[I:39][C:40]1[CH:46]=[CH:45][C:43]([NH2:44])=[CH:42][CH:41]=1.CCN(C(C)C)C(C)C. The catalyst is CN(C=O)C.O.C(OCC)(=O)C. The product is [C:1]([O:5][C:6](=[O:28])[C:7]1[CH:12]=[CH:11][C:10]([NH:13][CH:14]([C:18]2[CH:23]=[CH:22][C:21]([C:24]([CH3:25])([CH3:27])[CH3:26])=[CH:20][CH:19]=2)[C:15](=[O:17])[NH:44][C:43]2[CH:45]=[CH:46][C:40]([I:39])=[CH:41][CH:42]=2)=[CH:9][CH:8]=1)([CH3:3])([CH3:4])[CH3:2]. The yield is 0.700. (3) The reactants are [Br:1][C:2]1[N:6]2[CH:7]=[C:8]([CH:15]3[CH2:17][CH2:16]3)[CH:9]=[C:10]([C:11]([F:14])([F:13])[F:12])[C:5]2=[N:4][C:3]=1[C:18]([OH:20])=O.Cl.[NH:22]1[CH2:27][CH2:26][CH:25]([N:28]2[CH2:32][CH2:31][O:30][C:29]2=[O:33])[CH2:24][CH2:23]1.CN(C(ON1N=NC2C=CC=NC1=2)=[N+](C)C)C.F[P-](F)(F)(F)(F)F.CCN(C(C)C)C(C)C. The catalyst is CN(C)C=O.CO.CCOCC.C(OCC)(=O)C. The product is [Br:1][C:2]1[N:6]2[CH:7]=[C:8]([CH:15]3[CH2:16][CH2:17]3)[CH:9]=[C:10]([C:11]([F:14])([F:12])[F:13])[C:5]2=[N:4][C:3]=1[C:18]([N:22]1[CH2:23][CH2:24][CH:25]([N:28]2[CH2:32][CH2:31][O:30][C:29]2=[O:33])[CH2:26][CH2:27]1)=[O:20]. The yield is 0.870. (4) The product is [Si:27]([O:11][CH2:10][C:9]([CH3:13])([CH3:12])[CH2:8][C:5]1[CH:6]=[CH:7][C:2]([NH2:1])=[CH:3][C:4]=1[C:14]([F:15])([F:16])[F:17])([C:24]([CH3:26])([CH3:25])[CH3:23])([CH3:29])[CH3:28]. The catalyst is C(Cl)Cl. The reactants are [NH2:1][C:2]1[CH:7]=[CH:6][C:5]([CH2:8][C:9]([CH3:13])([CH3:12])[CH2:10][OH:11])=[C:4]([C:14]([F:17])([F:16])[F:15])[CH:3]=1.N1C=CN=C1.[CH3:23][C:24]([Si:27](Cl)([CH3:29])[CH3:28])([CH3:26])[CH3:25]. The yield is 0.770. (5) The reactants are [CH3:1][O:2][C:3]([C:5]1[CH:14]=[C:13]2[C:8]([C:9]([CH3:23])([CH3:22])[CH2:10][CH:11]([C:15]3[CH:20]=[CH:19][CH:18]=[C:17](Br)[CH:16]=3)[NH:12]2)=[CH:7][CH:6]=1)=[O:4].[NH:24]1[CH2:29][CH2:28][O:27][CH2:26][CH2:25]1.Cl.CN(C)CC(O)=O.C(=O)([O-])[O-].[K+].[K+]. The catalyst is CS(C)=O.[Cu]I. The product is [CH3:1][O:2][C:3]([C:5]1[CH:14]=[C:13]2[C:8]([C:9]([CH3:23])([CH3:22])[CH2:10][CH:11]([C:15]3[CH:20]=[CH:19][CH:18]=[C:17]([N:24]4[CH2:29][CH2:28][O:27][CH2:26][CH2:25]4)[CH:16]=3)[NH:12]2)=[CH:7][CH:6]=1)=[O:4]. The yield is 0.800. (6) The product is [C:12]([O:11][C:1](=[O:10])[CH:2]([C:3]([O:5][C:6]([CH3:7])([CH3:8])[CH3:9])=[O:4])[CH2:23][C:24]1[N:25]=[C:26]([C:30]2[CH:39]=[CH:38][C:33]([C:34]([O:36][CH3:37])=[O:35])=[CH:32][CH:31]=2)[O:27][C:28]=1[CH3:29])([CH3:15])([CH3:14])[CH3:13]. The yield is 0.900. The catalyst is CN(C)C=O. The reactants are [C:1]([O:11][C:12]([CH3:15])([CH3:14])[CH3:13])(=[O:10])[CH2:2][C:3]([O:5][C:6]([CH3:9])([CH3:8])[CH3:7])=[O:4].C(=O)([O-])[O-].[K+].[K+].Cl[CH2:23][C:24]1[N:25]=[C:26]([C:30]2[CH:39]=[CH:38][C:33]([C:34]([O:36][CH3:37])=[O:35])=[CH:32][CH:31]=2)[O:27][C:28]=1[CH3:29].